This data is from CYP1A2 inhibition data for predicting drug metabolism from PubChem BioAssay. The task is: Regression/Classification. Given a drug SMILES string, predict its absorption, distribution, metabolism, or excretion properties. Task type varies by dataset: regression for continuous measurements (e.g., permeability, clearance, half-life) or binary classification for categorical outcomes (e.g., BBB penetration, CYP inhibition). Dataset: cyp1a2_veith. (1) The molecule is CCCc1ccc(Oc2cc(C)nc(N3CCOCC3)n2)cc1. The result is 1 (inhibitor). (2) The drug is CCCCC/C=C\C[C@H](O)/C=C\c1cccc(C[C@H](O)CCCCO)n1. The result is 0 (non-inhibitor). (3) The drug is COC(=O)[C@H](Cc1ccccc1)NC(=O)C/C=C\[C@@H](C)[C@@H](CO)OC. The result is 0 (non-inhibitor). (4) The drug is O=S(=O)(c1ccccc1)N1CCC2(CCN(Cc3nccs3)CC2)CC1. The result is 0 (non-inhibitor). (5) The result is 1 (inhibitor). The drug is COc1ccc(OC)c2[nH]c(=O)c(CCNS(=O)(=O)c3ccccc3)cc12. (6) The molecule is COc1ccc(C(=O)N2CCC3(CCCN(c4ccncc4)C3)CC2)cc1. The result is 0 (non-inhibitor). (7) The molecule is C(=Nc1cnc2ccccc2c1)c1ccc2ccccc2n1. The result is 1 (inhibitor). (8) The drug is C[C@@H]1O[C@H](O[C@H]2C[C@@H](O)[C@@]3(CO)[C@H]4[C@@H](O)C[C@]5(C)[C@@H](C6=CC(=O)OC6)CC[C@]5(O)[C@H]4CC[C@]3(O)C2)[C@@H](O)[C@H](O)[C@@H]1O.O.O.O.O.O.O.O.O. The result is 0 (non-inhibitor). (9) The molecule is O=C(N/N=C/c1ccccn1)c1ccco1. The result is 1 (inhibitor). (10) The result is 1 (inhibitor). The compound is CN(C)c1nc(-c2ccc3c(c2)OCO3)nc2ccccc12.